From a dataset of Reaction yield outcomes from USPTO patents with 853,638 reactions. Predict the reaction yield, written as a fraction of the theoretical maximum amount of product (1.0 means a 100% yield; for example, 0.34 means a 34% yield). (1) The reactants are [Cl:1][C:2]1[CH:16]=[CH:15][C:5]([C:6]([NH:8][CH2:9][CH2:10][CH2:11][C:12]([OH:14])=[O:13])=[O:7])=[C:4]([OH:17])[CH:3]=1.[OH-].[Na+:19]. The catalyst is CC(C)=O. The product is [Cl:1][C:2]1[CH:16]=[CH:15][C:5]([C:6]([NH:8][CH2:9][CH2:10][CH2:11][C:12]([O-:14])=[O:13])=[O:7])=[C:4]([OH:17])[CH:3]=1.[Na+:19]. The yield is 0.972. (2) The reactants are ClC(N(C)C)=C(C)C.[N:9]1([C:13]([C:15]2[N:20]=[CH:19][C:18]([O:21][C:22]3[CH:23]=[C:24]([CH:28]=[C:29]([O:31][C@H:32]4[CH2:36][CH2:35][N:34]([CH3:37])[C:33]4=[O:38])[CH:30]=3)[C:25](O)=[O:26])=[CH:17][CH:16]=2)=[O:14])[CH2:12][CH2:11][CH2:10]1.[NH2:39][C:40]1[CH:45]=[CH:44][CH:43]=[CH:42][N:41]=1.N1C=CC=CC=1. The catalyst is C(Cl)Cl. The product is [N:9]1([C:13]([C:15]2[N:20]=[CH:19][C:18]([O:21][C:22]3[CH:23]=[C:24]([CH:28]=[C:29]([O:31][C@H:32]4[CH2:36][CH2:35][N:34]([CH3:37])[C:33]4=[O:38])[CH:30]=3)[C:25]([NH:39][C:40]3[CH:45]=[CH:44][CH:43]=[CH:42][N:41]=3)=[O:26])=[CH:17][CH:16]=2)=[O:14])[CH2:12][CH2:11][CH2:10]1. The yield is 0.470. (3) The reactants are [C:1](=[O:16])([O:14][CH3:15])[O:2][C:3]1[CH:8]=[CH:7][C:6]([F:9])=[CH:5][C:4]=1[C:10]([CH3:13])([CH3:12])[CH3:11].[N+:17]([O-:20])([OH:19])=[O:18]. The catalyst is OS(O)(=O)=O. The product is [C:1](=[O:16])([O:14][CH3:15])[O:2][C:3]1[CH:8]=[C:7]([N+:17]([O-:19])=[O:18])[C:6]([F:9])=[CH:5][C:4]=1[C:10]([CH3:11])([CH3:12])[CH3:13].[C:1](=[O:16])([O:14][CH3:15])[O:2][C:3]1[C:8]([N+:17]([O-:20])=[O:18])=[CH:7][C:6]([F:9])=[CH:5][C:4]=1[C:10]([CH3:11])([CH3:12])[CH3:13]. The yield is 0.550. (4) The reactants are [Cl:1][C:2]1[C:8]([Cl:9])=[CH:7][CH:6]=[CH:5][C:3]=1[NH2:4].Br.Br[CH:12]([C:14]1[CH:15]=[C:16]([C:31]([N:33]([CH3:35])[CH3:34])=[O:32])[CH:17]=[C:18]2[C:23]=1[O:22][C:21]([N:24]1[CH2:29][CH2:28][O:27][CH2:26][CH2:25]1)=[CH:20][C:19]2=[O:30])[CH3:13]. No catalyst specified. The product is [Cl:1][C:2]1[C:8]([Cl:9])=[CH:7][CH:6]=[CH:5][C:3]=1[NH:4][CH:12]([C:14]1[CH:15]=[C:16]([C:31]([N:33]([CH3:35])[CH3:34])=[O:32])[CH:17]=[C:18]2[C:23]=1[O:22][C:21]([N:24]1[CH2:29][CH2:28][O:27][CH2:26][CH2:25]1)=[CH:20][C:19]2=[O:30])[CH3:13]. The yield is 0.510.